Regression. Given a peptide amino acid sequence and an MHC pseudo amino acid sequence, predict their binding affinity value. This is MHC class II binding data. From a dataset of Peptide-MHC class II binding affinity with 134,281 pairs from IEDB. (1) The binding affinity (normalized) is 0.102. The peptide sequence is AFSPEVIPMFSALSEGA. The MHC is DRB1_0301 with pseudo-sequence DRB1_0301. (2) The peptide sequence is GRVIDLGCGRGGWCY. The MHC is DRB5_0101 with pseudo-sequence DRB5_0101. The binding affinity (normalized) is 0. (3) The peptide sequence is KEVEEAWASACGGTG. The MHC is DRB1_0901 with pseudo-sequence DRB1_0901. The binding affinity (normalized) is 0.324. (4) The peptide sequence is GLVPKLDAAYSVAYK. The MHC is DRB1_0401 with pseudo-sequence DRB1_0401. The binding affinity (normalized) is 0.400. (5) The peptide sequence is GEGQIVDKIDAAFKI. The MHC is DRB4_0101 with pseudo-sequence DRB4_0103. The binding affinity (normalized) is 0.584. (6) The peptide sequence is SKAALTSKLDAAYKL. The MHC is HLA-DPA10301-DPB10402 with pseudo-sequence HLA-DPA10301-DPB10402. The binding affinity (normalized) is 0.243. (7) The peptide sequence is LGAVYRYKKLKEMSA. The MHC is DRB1_0401 with pseudo-sequence DRB1_0401. The binding affinity (normalized) is 0.319. (8) The peptide sequence is YESIDNILVKMFKTN. The MHC is HLA-DPA10201-DPB10501 with pseudo-sequence HLA-DPA10201-DPB10501. The binding affinity (normalized) is 0.615. (9) The peptide sequence is VLTHVKINDKCPSTG. The binding affinity (normalized) is 0.162. The MHC is HLA-DQA10103-DQB10603 with pseudo-sequence HLA-DQA10103-DQB10603. (10) The peptide sequence is SRPYNIYPHGITDVRPLYSR. The MHC is DRB1_0404 with pseudo-sequence DRB1_0404. The binding affinity (normalized) is 0.231.